This data is from Forward reaction prediction with 1.9M reactions from USPTO patents (1976-2016). The task is: Predict the product of the given reaction. (1) Given the reactants [CH2:1]([C:7]1[CH:8]=[C:9]([C:13]2[N:17]([CH3:18])[C:16]([C:19]([N:21]3[CH2:26][CH2:25][CH:24]([N:27]4[CH2:31][CH2:30][CH2:29][CH2:28]4)[CH2:23][CH2:22]3)=[O:20])=[C:15](I)[N:14]=2)[CH:10]=[CH:11][CH:12]=1)[CH2:2][CH2:3][CH2:4][CH2:5][CH3:6].[CH3:33][N:34](C=O)C, predict the reaction product. The product is: [CH2:1]([C:7]1[CH:8]=[C:9]([C:13]2[N:17]([CH3:18])[C:16]([C:19]([N:21]3[CH2:26][CH2:25][CH:24]([N:27]4[CH2:31][CH2:30][CH2:29][CH2:28]4)[CH2:23][CH2:22]3)=[O:20])=[C:15]([C:33]#[N:34])[N:14]=2)[CH:10]=[CH:11][CH:12]=1)[CH2:2][CH2:3][CH2:4][CH2:5][CH3:6]. (2) Given the reactants Br[C:2]1[CH:11]=[CH:10][C:9]2[N:8]=[C:7]([NH2:12])[C:6]3[N:13]=[C:14]([CH2:20][CH3:21])[N:15]([CH2:16][CH:17]([CH3:19])[CH3:18])[C:5]=3[C:4]=2[CH:3]=1.[C:22]1(B(O)O)[CH:27]=[CH:26][CH:25]=[CH:24][CH:23]=1, predict the reaction product. The product is: [CH2:20]([C:14]1[N:15]([CH2:16][CH:17]([CH3:19])[CH3:18])[C:5]2[C:4]3[CH:3]=[C:2]([C:22]4[CH:27]=[CH:26][CH:25]=[CH:24][CH:23]=4)[CH:11]=[CH:10][C:9]=3[N:8]=[C:7]([NH2:12])[C:6]=2[N:13]=1)[CH3:21]. (3) Given the reactants [C:1]([C:4]1[C:22](=[O:23])[C@@:8]2([CH3:24])[C:9]3[C:15]([OH:16])=[CH:14][C:13]([O:17][CH3:18])=[C:12]([C:19]([NH2:21])=[O:20])[C:10]=3[O:11][C:7]2=[CH:6][C:5]=1[OH:25])(=[O:3])[CH3:2].[CH2:26]([C:28]1[CH:37]=[CH:36][C:35]2[C:30](=[CH:31][C:32]([CH3:39])=[CH:33][C:34]=2[F:38])[C:29]=1[CH:40]=O)[CH3:27].C([SiH](CC)CC)C.FC(F)(F)C(O)=O, predict the reaction product. The product is: [C:1]([C:4]1[C:22](=[O:23])[C@@:8]2([CH3:24])[C:9]3[C:15]([OH:16])=[CH:14][C:13]([O:17][CH3:18])=[C:12]([C:19]([NH:21][CH2:40][C:29]4[C:30]5[C:35](=[C:34]([F:38])[CH:33]=[C:32]([CH3:39])[CH:31]=5)[CH:36]=[CH:37][C:28]=4[CH2:26][CH3:27])=[O:20])[C:10]=3[O:11][C:7]2=[CH:6][C:5]=1[OH:25])(=[O:3])[CH3:2]. (4) Given the reactants [C:1]([O:6][CH2:7][CH2:8][CH2:9][Si:10]([O:15][CH3:16])([O:13][CH3:14])[O:11][CH3:12])(=[O:5])[C:2]([CH3:4])=[CH2:3].[C:17]([O:22][C:23]([CH3:26])([CH3:25])[CH3:24])(=[O:21])[C:18]([CH3:20])=[CH2:19].[CH:27]12[CH2:33][CH:30]([CH:31]=[CH:32]1)[CH2:29][CH:28]2[C:34]([O:36][CH3:37])=[O:35].[C:38]([O-:43])(=[O:42])[C:39]([CH3:41])=[CH2:40].N(C(C)(C)C#N)=NC(C)(C)C#N, predict the reaction product. The product is: [C:1]([O:6][CH2:7][CH2:8][CH2:9][Si:10]([O:15][CH3:16])([O:11][CH3:12])[O:13][CH3:14])(=[O:5])[C:2]([CH3:4])=[CH2:3].[C:17]([O:22][C:23]([CH3:26])([CH3:25])[CH3:24])(=[O:21])[C:18]([CH3:20])=[CH2:19].[CH:27]12[CH2:33][CH:30]([CH:31]=[CH:32]1)[CH2:29][CH:28]2[C:34]([O:36][CH3:37])=[O:35].[C:38]([O-:43])(=[O:42])[C:39]([CH3:41])=[CH2:40].